Dataset: Full USPTO retrosynthesis dataset with 1.9M reactions from patents (1976-2016). Task: Predict the reactants needed to synthesize the given product. (1) Given the product [CH3:1][O:2][C:3](=[O:4])[NH:5][C@@H:6]([CH:10]1[CH2:15][CH2:14][O:13][CH2:12][CH2:11]1)[C:7]([N:62]1[CH2:63][C@@H:64]([O:66][CH3:67])[CH2:65][C@H:61]1[C:58]1[NH:59][CH:60]=[C:56]([C:53]2[CH:54]=[CH:55][C:50]([C:48]3[CH:49]=[C:44]([Cl:43])[C:45]([NH:73][C:74]([C:75]4[CH:76]=[N:77][C:78]([N:81]5[CH2:86][CH2:85][N:84]([C:87](=[O:92])[C:88]([CH3:90])([CH3:91])[CH3:89])[CH2:83][C@H:82]5[CH3:93])=[CH:79][CH:80]=4)=[O:94])=[CH:46][C:47]=3[O:68][C:69]([F:71])([F:72])[F:70])=[CH:51][CH:52]=2)[N:57]=1)=[O:9], predict the reactants needed to synthesize it. The reactants are: [CH3:1][O:2][C:3]([NH:5][C@@H:6]([CH:10]1[CH2:15][CH2:14][O:13][CH2:12][CH2:11]1)[C:7]([OH:9])=O)=[O:4].CN(C(ON1N=NC2C=CC=NC1=2)=[N+](C)C)C.F[P-](F)(F)(F)(F)F.Cl.Cl.Cl.[Cl:43][C:44]1[C:45]([NH:73][C:74](=[O:94])[C:75]2[CH:80]=[CH:79][C:78]([N:81]3[CH2:86][CH2:85][N:84]([C:87](=[O:92])[C:88]([CH3:91])([CH3:90])[CH3:89])[CH2:83][C@H:82]3[CH3:93])=[N:77][CH:76]=2)=[CH:46][C:47]([O:68][C:69]([F:72])([F:71])[F:70])=[C:48]([C:50]2[CH:55]=[CH:54][C:53]([C:56]3[N:57]=[C:58]([C@@H:61]4[CH2:65][C@H:64]([O:66][CH3:67])[CH2:63][NH:62]4)[NH:59][CH:60]=3)=[CH:52][CH:51]=2)[CH:49]=1.CCN(C(C)C)C(C)C. (2) Given the product [Br:11][C:8]1[CH:9]=[CH:10][C:5]([C:3](=[O:4])[CH2:2][N:18]2[C:17](=[O:19])[C:16]3=[CH:20][CH:21]=[CH:22][CH:23]=[C:15]3[C:14]2=[O:24])=[C:6]([O:12][CH3:13])[CH:7]=1, predict the reactants needed to synthesize it. The reactants are: Br[CH2:2][C:3]([C:5]1[CH:10]=[CH:9][C:8]([Br:11])=[CH:7][C:6]=1[O:12][CH3:13])=[O:4].[C:14]1(=[O:24])[NH:18][C:17](=[O:19])[C:16]2=[CH:20][CH:21]=[CH:22][CH:23]=[C:15]12.[K].